Task: Predict the reactants needed to synthesize the given product.. Dataset: Full USPTO retrosynthesis dataset with 1.9M reactions from patents (1976-2016) Given the product [NH2:30][C:28]1[S:29][CH:2]=[C:1]([C:4]2[CH:9]=[CH:8][C:7]([C:10]3[C:11]([S:16]([NH:19][C:20]([CH3:23])([CH3:22])[CH3:21])(=[O:18])=[O:17])=[CH:12][CH:13]=[CH:14][CH:15]=3)=[CH:6][C:5]=2[F:24])[N:27]=1, predict the reactants needed to synthesize it. The reactants are: [C:1]([C:4]1[CH:9]=[CH:8][C:7]([C:10]2[C:11]([S:16]([NH:19][C:20]([CH3:23])([CH3:22])[CH3:21])(=[O:18])=[O:17])=[CH:12][CH:13]=[CH:14][CH:15]=2)=[CH:6][C:5]=1[F:24])(=O)[CH3:2].II.[NH2:27][C:28]([NH2:30])=[S:29].